From a dataset of Retrosynthesis with 50K atom-mapped reactions and 10 reaction types from USPTO. Predict the reactants needed to synthesize the given product. (1) Given the product CCOC(=O)C(c1ccccc1Cl)N1CCc2[nH]c(=O)n(Cc3ccccc3)c(=O)c2C1, predict the reactants needed to synthesize it. The reactants are: CCOC(=O)C(Cl)c1ccccc1Cl.O=c1[nH]c2c(c(=O)n1Cc1ccccc1)CNCC2. (2) Given the product CCC(=O)N1CCC(Sc2nc(Nc3ncc(C#N)s3)cc(N3CCN(C)CC3)n2)CC1, predict the reactants needed to synthesize it. The reactants are: CCC(=O)Cl.CN1CCN(c2cc(Nc3ncc(C#N)s3)nc(SC3CCNCC3)n2)CC1. (3) Given the product CCCCCCNC(=O)CCN, predict the reactants needed to synthesize it. The reactants are: CCCCCCN.NCCC(=O)O. (4) Given the product O=C(O)C(F)(F)F, predict the reactants needed to synthesize it. The reactants are: CC(C)(C)OC(=O)N1CC[C@H](SC(=O)c2ccccc2)C1. (5) The reactants are: CC(C)(C)OC(=O)NC[C@H]1CC[C@H](Nc2nc(-c3ccccn3)cs2)CC1. Given the product NC[C@H]1CC[C@H](Nc2nc(-c3ccccn3)cs2)CC1, predict the reactants needed to synthesize it. (6) Given the product NC(=O)c1cc(F)cc2cn(-c3ccc(-c4cccnc4)cc3)nc12, predict the reactants needed to synthesize it. The reactants are: NC(=O)c1cc(F)cc2cn(-c3ccc(Br)cc3)nc12.OB(O)c1cccnc1. (7) Given the product CCOC(=O)c1coc(C=O)c1, predict the reactants needed to synthesize it. The reactants are: CCOC(=O)c1ccoc1.O=C([O-])O.